This data is from Catalyst prediction with 721,799 reactions and 888 catalyst types from USPTO. The task is: Predict which catalyst facilitates the given reaction. (1) Reactant: C(O)C.[CH:4]1([N:10]2[C:14]([C:15]([NH2:17])=[O:16])=[C:13]([NH:18][C:19](=O)[C:20]3[CH:25]=[CH:24][CH:23]=[CH:22][C:21]=3[O:26][CH3:27])[C:12]([CH3:29])=[N:11]2)[CH2:9][CH2:8][CH2:7][CH2:6][CH2:5]1.[OH-].[Na+]. Product: [CH:4]1([N:10]2[C:14]3[C:15](=[O:16])[NH:17][C:19]([C:20]4[CH:25]=[CH:24][CH:23]=[CH:22][C:21]=4[O:26][CH3:27])=[N:18][C:13]=3[C:12]([CH3:29])=[N:11]2)[CH2:9][CH2:8][CH2:7][CH2:6][CH2:5]1. The catalyst class is: 6. (2) Reactant: O[C:2]1[CH:3]=[C:4]([C:13]([O:15][CH2:16][CH3:17])=[O:14])[CH:5]=[C:6]([CH:12]=1)[C:7]([O:9][CH2:10][CH3:11])=[O:8].Br[CH2:19][CH2:20][CH2:21][CH2:22][CH2:23][CH2:24][O:25][C:26]1[CH:31]=[CH:30][C:29]([N:32]=[N:33][C:34]2[CH:39]=[CH:38][C:37]([CH3:40])=[CH:36][CH:35]=2)=[CH:28][CH:27]=1.CC(C)=[O:43]. Product: [CH3:40][C:37]1[CH:38]=[CH:39][C:34]([N:33]=[N:32][C:29]2[CH:30]=[CH:31][C:26]([O:25][CH2:24][CH2:23][CH2:22][CH2:21][CH2:20][CH2:19][O:43][C:5]3[C:4]([C:13]([O:15][CH2:16][CH3:17])=[O:14])=[CH:3][CH:2]=[CH:12][C:6]=3[C:7]([O:9][CH2:10][CH3:11])=[O:8])=[CH:27][CH:28]=2)=[CH:35][CH:36]=1. The catalyst class is: 6. (3) Reactant: [CH:1]1([N:5]2[CH2:10][CH2:9][CH:8]([O:11][C:12]3[CH:13]=[C:14]4[C:19](=[CH:20][CH:21]=3)[N:18]([C:22]3[CH:27]=[CH:26][C:25]([F:28])=[CH:24][CH:23]=3)[C:17](=[O:29])[CH2:16][CH2:15]4)[CH2:7][CH2:6]2)[CH2:4][CH2:3][CH2:2]1.[ClH:30]. Product: [ClH:30].[CH:1]1([N:5]2[CH2:6][CH2:7][CH:8]([O:11][C:12]3[CH:13]=[C:14]4[C:19](=[CH:20][CH:21]=3)[N:18]([C:22]3[CH:27]=[CH:26][C:25]([F:28])=[CH:24][CH:23]=3)[C:17](=[O:29])[CH2:16][CH2:15]4)[CH2:9][CH2:10]2)[CH2:2][CH2:3][CH2:4]1. The catalyst class is: 336. (4) Reactant: [CH2:1](Br)[C:2]1[CH:7]=[CH:6][CH:5]=[CH:4][CH:3]=1.[C:9]([C:12]1[C:13]([OH:23])=[CH:14][C:15]([OH:22])=[C:16]([CH:21]=1)[C:17]([O:19][CH3:20])=[O:18])(=[O:11])[CH3:10].C(=O)([O-])[O-].[K+].[K+]. Product: [C:9]([C:12]1[C:13]([O:23][CH2:1][C:2]2[CH:7]=[CH:6][CH:5]=[CH:4][CH:3]=2)=[CH:14][C:15]([O:22][CH2:1][C:2]2[CH:7]=[CH:6][CH:5]=[CH:4][CH:3]=2)=[C:16]([CH:21]=1)[C:17]([O:19][CH3:20])=[O:18])(=[O:11])[CH3:10]. The catalyst class is: 10. (5) Reactant: [C:1]([O-:4])(=[O:3])C.[O:5]=[C:6]1[C@@H:9]([NH3+:10])[CH2:8][NH:7]1.[CH3:11]CN(C(C)C)C(C)C.[CH:20]1([C:26]2[CH:31]=[CH:30][CH:29]=[CH:28][C:27]=2C2C=CN(C([O-])=O)C(=O)C=2C)[CH2:25][CH2:24][CH2:23][CH2:22][CH2:21]1. Product: [CH:26]1([C:20]2[CH:21]=[CH:22][CH:23]=[CH:24][C:25]=2[O:4][C:1](=[O:3])[N:10]([CH3:11])[C@H:9]2[CH2:8][NH:7][C:6]2=[O:5])[CH2:27][CH2:28][CH2:29][CH2:30][CH2:31]1. The catalyst class is: 2. (6) Reactant: Br[CH2:2][CH2:3][CH2:4][CH2:5][CH2:6][O:7][C:8]1[CH:13]=[CH:12][C:11]([C:14]2[CH:19]=[CH:18][C:17]([C:20]([O:22][CH2:23][CH3:24])=[O:21])=[CH:16][CH:15]=2)=[CH:10][C:9]=1[C:25]1[CH:34]=[CH:33][C:32]2[C:31]([CH3:36])([CH3:35])[CH2:30][CH2:29][C:28]([CH3:38])([CH3:37])[C:27]=2[CH:26]=1.Cl.[CH2:40]([NH2:42])[CH3:41].C(=O)([O-])[O-].[K+].[K+]. Product: [CH2:40]([NH:42][CH2:2][CH2:3][CH2:4][CH2:5][CH2:6][O:7][C:8]1[CH:13]=[CH:12][C:11]([C:14]2[CH:19]=[CH:18][C:17]([C:20]([O:22][CH2:23][CH3:24])=[O:21])=[CH:16][CH:15]=2)=[CH:10][C:9]=1[C:25]1[CH:34]=[CH:33][C:32]2[C:31]([CH3:36])([CH3:35])[CH2:30][CH2:29][C:28]([CH3:38])([CH3:37])[C:27]=2[CH:26]=1)[CH3:41]. The catalyst class is: 8. (7) Reactant: C(=O)([O-])[O-].[K+].[K+].[CH3:7][C:8]1[CH:14]=[CH:13][C:11]([NH2:12])=[CH:10][C:9]=1[N+:15]([O-:17])=[O:16].[C:18](O[C:18]([O:20][C:21]([CH3:24])([CH3:23])[CH3:22])=[O:19])([O:20][C:21]([CH3:24])([CH3:23])[CH3:22])=[O:19]. Product: [CH3:7][C:8]1[CH:14]=[CH:13][C:11]([NH:12][C:18](=[O:19])[O:20][C:21]([CH3:24])([CH3:23])[CH3:22])=[CH:10][C:9]=1[N+:15]([O-:17])=[O:16]. The catalyst class is: 90.